This data is from Reaction yield outcomes from USPTO patents with 853,638 reactions. The task is: Predict the reaction yield, written as a fraction of the theoretical maximum amount of product (1.0 means a 100% yield; for example, 0.34 means a 34% yield). (1) The reactants are CC(C1C=C(C(C)C)C(C2C=CC=CC=2P(C2CCCCC2)C2CCCCC2)=C(C(C)C)C=1)C.Cl[C:36]1[CH:37]=[CH:38][C:39]2[N:45]3[CH2:46][C@H:42]([CH2:43][CH2:44]3)[N:41]([C:47]([NH:49][C:50]3[CH:55]=[N:54][CH:53]=[CH:52][N:51]=3)=[O:48])[C:40]=2[N:56]=1.[F:57][C:58]1[C:59]([C:73]#[N:74])=[N:60][CH:61]=[C:62](B2OC(C)(C)C(C)(C)O2)[CH:63]=1.P([O-])(O)(O)=O.[K+]. The catalyst is O1CCOCC1.C1C=CC(/C=C/C(/C=C/C2C=CC=CC=2)=O)=CC=1.C1C=CC(/C=C/C(/C=C/C2C=CC=CC=2)=O)=CC=1.C1C=CC(/C=C/C(/C=C/C2C=CC=CC=2)=O)=CC=1.[Pd].[Pd].O. The product is [C:73]([C:59]1[N:60]=[CH:61][C:62]([C:36]2[CH:37]=[CH:38][C:39]3[N:45]4[CH2:46][C@H:42]([CH2:43][CH2:44]4)[N:41]([C:47]([NH:49][C:50]4[CH:55]=[N:54][CH:53]=[CH:52][N:51]=4)=[O:48])[C:40]=3[N:56]=2)=[CH:63][C:58]=1[F:57])#[N:74]. The yield is 0.265. (2) The reactants are N[C:2]1[CH:7]=[CH:6][CH:5]=[CH:4][C:3]=1[C:8]1([CH2:14][S:15]([N:18]([C:20]2[CH:25]=[CH:24][C:23]([N:26]3[C:32](=[O:33])[CH2:31][C:30](=[O:34])[NH:29][C:28]4[C:35]5[C:40]([CH:41]=[CH:42][C:27]3=4)=[CH:39][CH:38]=[CH:37][CH:36]=5)=[CH:22][CH:21]=2)[CH3:19])(=[O:17])=[O:16])[CH:13]=[CH:12][CH:11]=[CH:10][CH2:9]1.[CH2:43]=O.[C:45]([BH3-])#[N:46].[Na+]. The catalyst is CO.[Cl-].[Zn+2].[Cl-]. The product is [CH3:43][N:46]([CH3:45])[C:2]1[CH:7]=[CH:6][CH:5]=[CH:4][C:3]=1[C:8]1([CH2:14][S:15]([N:18]([C:20]2[CH:25]=[CH:24][C:23]([N:26]3[C:32](=[O:33])[CH2:31][C:30](=[O:34])[NH:29][C:28]4[C:35]5[C:40]([CH:41]=[CH:42][C:27]3=4)=[CH:39][CH:38]=[CH:37][CH:36]=5)=[CH:22][CH:21]=2)[CH3:19])(=[O:17])=[O:16])[CH:13]=[CH:12][CH:11]=[CH:10][CH2:9]1. The yield is 0.420. (3) The reactants are [CH:1]1[C:6]2[S:7][C:8]3[C:9]4[C:14]([N:15]=[C:16]5[C:21]=3[CH:20]=[CH:19][CH:18]=[CH:17]5)=[CH:13][CH:12]=[CH:11][C:10]=4[C:5]=2[C:4]([NH:22][C:23](=[O:25])[CH3:24])=[CH:3][CH:2]=1.[CH3:26][I:27]. No catalyst specified. The product is [I-:27].[C:23]([NH:22][C:4]1[C:5]2[C:10]3[CH:11]=[CH:12][CH:13]=[C:14]4[N+:15]([CH3:26])=[C:16]5[C:21]([CH:20]=[CH:19][CH:18]=[CH:17]5)=[C:8]([C:9]=34)[S:7][C:6]=2[CH:1]=[CH:2][CH:3]=1)(=[O:25])[CH3:24]. The yield is 0.430. (4) The yield is 0.800. The catalyst is C1COCC1.CO.O. The reactants are [C:1]([C:3]1[CH:8]=[CH:7][C:6]([C:9]2[N:13]3[CH:14]=[C:15]([C:18]4[CH:28]=[CH:27][C:21]([C:22]([O:24]CC)=[O:23])=[CH:20][CH:19]=4)[N:16]=[CH:17][C:12]3=[N:11][CH:10]=2)=[CH:5][CH:4]=1)#[N:2].O[Li].O. The product is [C:1]([C:3]1[CH:4]=[CH:5][C:6]([C:9]2[N:13]3[CH:14]=[C:15]([C:18]4[CH:28]=[CH:27][C:21]([C:22]([OH:24])=[O:23])=[CH:20][CH:19]=4)[N:16]=[CH:17][C:12]3=[N:11][CH:10]=2)=[CH:7][CH:8]=1)#[N:2].